This data is from Forward reaction prediction with 1.9M reactions from USPTO patents (1976-2016). The task is: Predict the product of the given reaction. (1) The product is: [CH3:1][O:2][C:3](=[O:21])[CH2:4][CH2:5][CH2:6][CH2:7][CH2:8][CH2:9][CH:10]([O:20][CH2:24][CH:23]=[CH2:22])[C:11](=[O:19])[NH:12][C:13]1[CH:18]=[CH:17][CH:16]=[CH:15][CH:14]=1. Given the reactants [CH3:1][O:2][C:3](=[O:21])[CH2:4][CH2:5][CH2:6][CH2:7][CH2:8][CH2:9][CH:10]([OH:20])[C:11](=[O:19])[NH:12][C:13]1[CH:18]=[CH:17][CH:16]=[CH:15][CH:14]=1.[CH2:22](I)[CH:23]=[CH2:24], predict the reaction product. (2) Given the reactants [NH2:1][C:2]([NH:4][C:5]1[C:6]([C:10]([NH2:12])=[O:11])=[N:7][NH:8][CH:9]=1)=[O:3].[N:13]1([C:19]([C:21]2[CH:26]=[CH:25][C:24](B(O)O)=[CH:23][CH:22]=2)=[O:20])[CH2:18][CH2:17][O:16][CH2:15][CH2:14]1, predict the reaction product. The product is: [NH2:1][C:2]([NH:4][C:5]1[C:6]([C:10]([NH2:12])=[O:11])=[N:7][N:8]([C:24]2[CH:23]=[CH:22][C:21]([C:19]([N:13]3[CH2:18][CH2:17][O:16][CH2:15][CH2:14]3)=[O:20])=[CH:26][CH:25]=2)[CH:9]=1)=[O:3].